The task is: Predict the reactants needed to synthesize the given product.. This data is from Full USPTO retrosynthesis dataset with 1.9M reactions from patents (1976-2016). (1) Given the product [CH3:1][C@@H:2]1[CH2:3][CH2:4][C@H:5]([O:8][C:9]2[C:10]([C:21]([F:22])([F:23])[F:24])=[C:11]3[C:16](=[CH:17][CH:18]=2)[CH:15]=[C:14]([CH:19]([OH:20])[CH3:25])[CH:13]=[CH:12]3)[CH2:6][CH2:7]1, predict the reactants needed to synthesize it. The reactants are: [CH3:1][C@@H:2]1[CH2:7][CH2:6][C@H:5]([O:8][C:9]2[C:10]([C:21]([F:24])([F:23])[F:22])=[C:11]3[C:16](=[CH:17][CH:18]=2)[CH:15]=[C:14]([CH:19]=[O:20])[CH:13]=[CH:12]3)[CH2:4][CH2:3]1.[CH3:25]C(C)=O.C(=O)=O.C[Mg+].[Br-].C1(C)C=CC=CC=1.C1COCC1. (2) Given the product [N:15]1[CH:16]=[CH:17][CH:18]=[C:13]([C:11]2[O:1][N:2]=[C:3]([C:4]3[CH:5]=[N:6][CH:7]=[N:8][CH:9]=3)[CH:12]=2)[CH:14]=1, predict the reactants needed to synthesize it. The reactants are: [OH:1][N:2]=[C:3](Cl)[C:4]1[CH:5]=[N:6][CH:7]=[N:8][CH:9]=1.[C:11]([C:13]1[CH:14]=[N:15][CH:16]=[CH:17][CH:18]=1)#[CH:12].N. (3) Given the product [Br:1][C:2]1[CH:11]=[CH:10][CH:9]=[C:8]2[C:3]=1[CH2:4][CH2:5][N:6]([CH2:16][CH:17]1[CH2:19][CH2:18]1)[C:7]2=[O:12], predict the reactants needed to synthesize it. The reactants are: [Br:1][C:2]1[CH:11]=[CH:10][CH:9]=[C:8]2[C:3]=1[CH2:4][CH2:5][NH:6][C:7]2=[O:12].[H-].[Na+].Br[CH2:16][CH:17]1[CH2:19][CH2:18]1. (4) The reactants are: [Cl:1][C:2]1[CH:3]=[C:4]2[C:8](=[CH:9][CH:10]=1)[NH:7][CH:6]=[C:5]2[CH2:11][CH2:12][NH:13][C:14](=[O:23])[C:15]1[CH:20]=[CH:19][C:18]([CH2:21]Cl)=[CH:17][CH:16]=1.[CH3:24][N:25]1[CH2:30][CH2:29][NH:28][CH2:27][CH2:26]1. Given the product [Cl:1][C:2]1[CH:3]=[C:4]2[C:8](=[CH:9][CH:10]=1)[NH:7][CH:6]=[C:5]2[CH2:11][CH2:12][NH:13][C:14](=[O:23])[C:15]1[CH:20]=[CH:19][C:18]([CH2:21][N:28]2[CH2:29][CH2:30][N:25]([CH3:24])[CH2:26][CH2:27]2)=[CH:17][CH:16]=1, predict the reactants needed to synthesize it. (5) Given the product [N:31]1([CH2:30][CH2:29][CH2:28][CH2:27][C:24]2[CH:23]=[N:22][C:21]([O:17][CH2:16][C:14]3[N:15]=[C:11](/[CH:10]=[CH:9]/[C:6]4[CH:7]=[CH:8][C:3]([C:2]([F:1])([F:18])[F:19])=[CH:4][CH:5]=4)[O:12][CH:13]=3)=[CH:26][N:25]=2)[CH:35]=[N:34][CH:33]=[N:32]1, predict the reactants needed to synthesize it. The reactants are: [F:1][C:2]([F:19])([F:18])[C:3]1[CH:8]=[CH:7][C:6]([CH:9]=[CH:10][C:11]2[O:12][CH:13]=[C:14]([CH2:16][OH:17])[N:15]=2)=[CH:5][CH:4]=1.Br[C:21]1[CH:26]=[N:25][C:24]([CH2:27][CH2:28][CH2:29][CH2:30][N:31]2[CH:35]=[N:34][CH:33]=[N:32]2)=[CH:23][N:22]=1.CC(C)([O-])C.[Na+].[NH4+].[Cl-]. (6) Given the product [F:25][C:26]1[C:31]([F:32])=[CH:30][CH:29]=[CH:28][C:27]=1[CH2:33][S:34][C:35]1[N:40]=[C:39]([NH:41][S:42]([N:45]2[CH2:46][CH2:47][N:48]([C:10](=[O:12])[CH2:9][NH:8][C:6](=[O:7])[O:5][C:1]([CH3:2])([CH3:3])[CH3:4])[CH2:49][CH2:50]2)(=[O:43])=[O:44])[CH:38]=[C:37]([O:51][CH3:52])[N:36]=1, predict the reactants needed to synthesize it. The reactants are: [C:1]([O:5][C:6]([NH:8][CH2:9][C:10]([OH:12])=O)=[O:7])([CH3:4])([CH3:3])[CH3:2].O.ON1C2C=CC=CC=2N=N1.Cl.[F:25][C:26]1[C:31]([F:32])=[CH:30][CH:29]=[CH:28][C:27]=1[CH2:33][S:34][C:35]1[N:40]=[C:39]([NH:41][S:42]([N:45]2[CH2:50][CH2:49][NH:48][CH2:47][CH2:46]2)(=[O:44])=[O:43])[CH:38]=[C:37]([O:51][CH3:52])[N:36]=1.CN1CCOCC1. (7) Given the product [CH3:38][C:36]1[S:37][C:33]([CH2:32][N:7]2[C:6]3[CH:8]=[C:9]([C:11]4[CH:16]=[CH:15][CH:14]=[CH:13][CH:12]=4)[S:10][C:5]=3[C:4](=[O:17])[N:3]([CH:18]3[CH2:23][CH2:22][N:21]([C:24]([O:26][C:27]([CH3:30])([CH3:29])[CH3:28])=[O:25])[CH2:20][CH2:19]3)[C:2]2=[O:1])=[CH:34][N:35]=1, predict the reactants needed to synthesize it. The reactants are: [O:1]=[C:2]1[NH:7][C:6]2[CH:8]=[C:9]([C:11]3[CH:16]=[CH:15][CH:14]=[CH:13][CH:12]=3)[S:10][C:5]=2[C:4](=[O:17])[N:3]1[CH:18]1[CH2:23][CH2:22][N:21]([C:24]([O:26][C:27]([CH3:30])([CH3:29])[CH3:28])=[O:25])[CH2:20][CH2:19]1.Cl[CH2:32][C:33]1[S:37][C:36]([CH3:38])=[N:35][CH:34]=1.C(=O)([O-])[O-].[K+].[K+]. (8) Given the product [Cl:1][C:2]1[CH:21]=[C:20]([Cl:22])[CH:19]=[CH:18][C:3]=1[O:4][CH2:5][C:6]([NH:8][C:9]1[CH:10]=[C:11]([CH:15]=[CH:16][N:17]=1)[C:12]([N:24]([CH3:25])[CH3:23])=[O:14])=[O:7], predict the reactants needed to synthesize it. The reactants are: [Cl:1][C:2]1[CH:21]=[C:20]([Cl:22])[CH:19]=[CH:18][C:3]=1[O:4][CH2:5][C:6]([NH:8][C:9]1[CH:10]=[C:11]([CH:15]=[CH:16][N:17]=1)[C:12]([OH:14])=O)=[O:7].[CH3:23][NH:24][CH3:25].C(Cl)CCl.C1C=CC2N(O)N=NC=2C=1.CCN(C(C)C)C(C)C. (9) Given the product [F:27][CH:26]([F:28])[O:25][C:11]1[CH:10]=[C:9]([NH:8][C:4]2[N:5]=[CH:6][N:7]=[C:2]([C:42]3[CH:43]=[CH:44][C:37]([O:36][C@H:35]4[CH2:34][CH2:33][N:32]([C:54](=[O:58])[C@@H:55]([OH:57])[CH3:56])[CH2:31][C@H:30]4[F:29])=[C:38]([CH:41]=3)[C:39]#[N:40])[N:3]=2)[CH:14]=[CH:13][C:12]=1[N:15]1[CH2:20][CH2:19][N:18]([CH:21]2[CH2:24][O:23][CH2:22]2)[CH2:17][CH2:16]1, predict the reactants needed to synthesize it. The reactants are: Cl[C:2]1[N:7]=[CH:6][N:5]=[C:4]([NH:8][C:9]2[CH:14]=[CH:13][C:12]([N:15]3[CH2:20][CH2:19][N:18]([CH:21]4[CH2:24][O:23][CH2:22]4)[CH2:17][CH2:16]3)=[C:11]([O:25][CH:26]([F:28])[F:27])[CH:10]=2)[N:3]=1.[F:29][C@H:30]1[C@@H:35]([O:36][C:37]2[CH:44]=[CH:43][C:42](B3OC(C)(C)C(C)(C)O3)=[CH:41][C:38]=2[C:39]#[N:40])[CH2:34][CH2:33][N:32]([C:54](=[O:58])[C@@H:55]([OH:57])[CH3:56])[CH2:31]1.C(=O)([O-])[O-].[Na+].[Na+].